Predict the reaction yield, written as a fraction of the theoretical maximum amount of product (1.0 means a 100% yield; for example, 0.34 means a 34% yield). From a dataset of Reaction yield outcomes from USPTO patents with 853,638 reactions. The reactants are [Cl:1][C:2]1[CH:7]=[CH:6][C:5]([C:8]2[CH:9]=[N:10][CH:11]=[C:12]3[C:17]=2[N:16]=[C:15]([C:18]([OH:20])=O)[CH:14]=[CH:13]3)=[CH:4][CH:3]=1.C([N:24](CC)[CH:25]([CH3:27])[CH3:26])(C)C.F[P-](F)(F)(F)(F)F.N1(OC(N(C)C)=[N+](C)C)C2N=CC=CC=2N=N1.C1(N)CC1. The catalyst is CN(C)C=O. The product is [Cl:1][C:2]1[CH:3]=[CH:4][C:5]([C:8]2[CH:9]=[N:10][CH:11]=[C:12]3[C:17]=2[N:16]=[C:15]([C:18]([NH:24][CH:25]2[CH2:27][CH2:26]2)=[O:20])[CH:14]=[CH:13]3)=[CH:6][CH:7]=1. The yield is 0.100.